Dataset: Reaction yield outcomes from USPTO patents with 853,638 reactions. Task: Predict the reaction yield, written as a fraction of the theoretical maximum amount of product (1.0 means a 100% yield; for example, 0.34 means a 34% yield). (1) The reactants are Br[C:2]1[CH:7]=[CH:6][CH:5]=[CH:4][N:3]=1.[CH2:8]([OH:12])[CH2:9][C:10]#[CH:11]. No catalyst specified. The product is [N:3]1[CH:4]=[CH:5][CH:6]=[CH:7][C:2]=1[C:11]#[C:10][CH2:9][CH2:8][OH:12]. The yield is 0.640. (2) The reactants are [N+:1]([C:4]1[NH:5][CH:6]=[CH:7][N:8]=1)([O-:3])=[O:2].[C:9]([O-])([O-])=O.[Cs+].[Cs+].CI. The catalyst is CN(C=O)C. The product is [CH3:9][N:5]1[CH:6]=[CH:7][N:8]=[C:4]1[N+:1]([O-:3])=[O:2]. The yield is 1.00. (3) The reactants are [F:1][C:2]1[CH:7]=[CH:6][C:5]([N:8]2[C:16]3[C:11](=[CH:12][C:13]([O:17][CH2:18][CH2:19][CH2:20][CH2:21][NH:22][CH3:23])=[CH:14][CH:15]=3)[CH:10]=[CH:9]2)=[CH:4][CH:3]=1.Cl[CH2:25][CH2:26][N:27]=[C:28]=[O:29].CCN(CC)CC.Cl. The catalyst is C1COCC1. The product is [O:29]1[CH2:25][CH2:26][N:27]=[C:28]1[N:22]([CH2:21][CH2:20][CH2:19][CH2:18][O:17][C:13]1[CH:12]=[C:11]2[C:16](=[CH:15][CH:14]=1)[N:8]([C:5]1[CH:4]=[CH:3][C:2]([F:1])=[CH:7][CH:6]=1)[CH:9]=[CH:10]2)[CH3:23]. The yield is 0.160. (4) The reactants are [C:1]1([C:7]2[C:11]([C:12]([F:15])([F:14])[F:13])=[C:10]([CH:16]=O)[O:9][N:8]=2)[CH:6]=[CH:5][CH:4]=[CH:3][CH:2]=1.Cl.[NH2:19][OH:20].C([O-])(=O)C.[Na+]. The catalyst is C(O)C. The product is [C:1]1([C:7]2[C:11]([C:12]([F:15])([F:14])[F:13])=[C:10]([CH:16]=[N:19][OH:20])[O:9][N:8]=2)[CH:6]=[CH:5][CH:4]=[CH:3][CH:2]=1. The yield is 0.870. (5) The reactants are [CH2:1]([O:3][C:4]1[CH:9]=[CH:8][C:7]([C:10](=O)[CH3:11])=[C:6]([OH:13])[CH:5]=1)[CH3:2]. The catalyst is CO.[Pd]. The product is [CH2:1]([O:3][C:4]1[CH:9]=[CH:8][C:7]([CH2:10][CH3:11])=[C:6]([OH:13])[CH:5]=1)[CH3:2]. The yield is 0.970. (6) The catalyst is [Cu]I.O1CCOCC1. The yield is 0.500. The product is [CH3:40][C:38]1[CH:39]=[C:34]([N:1]([CH3:2])[C:14]2[CH:5]=[CH:6][CH:7]=[CH:8][CH:13]=2)[CH:35]=[C:36]([CH3:41])[CH:37]=1. The reactants are [N:1]1[C:14]2[C:5](=[CH:6][CH:7]=[C:8]3[C:13]=2N=CC=C3)C=C[CH:2]=1.CC(C)([O-])C.[Na+].CCCCCCCCCCCC.I[C:34]1[CH:35]=[C:36]([CH3:41])[CH:37]=[C:38]([CH3:40])[CH:39]=1.CNC1C=CC=CC=1.